From a dataset of Catalyst prediction with 721,799 reactions and 888 catalyst types from USPTO. Predict which catalyst facilitates the given reaction. (1) Reactant: C([O:3][C:4]([C@H:6]1[CH2:11][CH2:10][C@@H:9]([NH:12][C:13]2[N:22]=[C:21]([N:23]([CH3:25])[CH3:24])[C:20]3[C:15](=[CH:16][CH:17]=[CH:18][CH:19]=3)[N:14]=2)[CH2:8][CH2:7]1)=[O:5])C. Product: [CH3:24][N:23]([CH3:25])[C:21]1[C:20]2[C:15](=[CH:16][CH:17]=[CH:18][CH:19]=2)[N:14]=[C:13]([NH:12][C@@H:9]2[CH2:8][CH2:7][C@H:6]([C:4]([OH:5])=[O:3])[CH2:11][CH2:10]2)[N:22]=1. The catalyst class is: 33. (2) Reactant: [C:1]1([C@H:7]2[C@@H:11]([C:12]3[CH:17]=[CH:16][CH:15]=[CH:14][CH:13]=3)[NH:10][C:9](=[S:18])[NH:8]2)[CH:6]=[CH:5][CH:4]=[CH:3][CH:2]=1.[Br:19][C:20]1[CH:27]=[CH:26][C:23]([CH2:24][Cl:25])=[CH:22][CH:21]=1. Product: [ClH:25].[Br:19][C:20]1[CH:27]=[CH:26][C:23]([CH2:24][S:18][C:9]2[NH:8][C@H:7]([C:1]3[CH:2]=[CH:3][CH:4]=[CH:5][CH:6]=3)[C@H:11]([C:12]3[CH:13]=[CH:14][CH:15]=[CH:16][CH:17]=3)[N:10]=2)=[CH:22][CH:21]=1. The catalyst class is: 14. (3) Reactant: C(OC([N:8]1[C@H:17]([C:18]([N:20]2[CH2:24][C@@H:23]([F:25])[CH2:22][C@H:21]2[C:26]#[N:27])=[O:19])[CH2:16][C:15]2[C:10](=[CH:11][CH:12]=[CH:13][CH:14]=2)[CH2:9]1)=O)(C)(C)C.[ClH:28].CO. Product: [ClH:28].[C:26]([C@@H:21]1[CH2:22][C@H:23]([F:25])[CH2:24][N:20]1[C:18]([C@@H:17]1[CH2:16][C:15]2[C:10](=[CH:11][CH:12]=[CH:13][CH:14]=2)[CH2:9][NH:8]1)=[O:19])#[N:27]. The catalyst class is: 8. (4) Reactant: [CH:1]1([N:5]2[CH2:10][CH2:9][N:8]([C:11](=[O:27])[CH2:12][N:13]3[CH2:18][CH2:17][CH:16]([NH:19]C(=O)OC(C)(C)C)[CH2:15][CH2:14]3)[CH2:7][CH2:6]2)[CH2:4][CH2:3][CH2:2]1.Cl. Product: [CH:1]1([N:5]2[CH2:6][CH2:7][N:8]([C:11](=[O:27])[CH2:12][N:13]3[CH2:14][CH2:15][CH:16]([NH2:19])[CH2:17][CH2:18]3)[CH2:9][CH2:10]2)[CH2:2][CH2:3][CH2:4]1. The catalyst class is: 135. (5) Reactant: [NH2:1][C:2]1[CH:3]=[C:4]([B:8]([OH:10])[OH:9])[CH:5]=[CH:6][CH:7]=1.C(=O)([O-])O.[Na+].[C:16](Cl)(=[O:19])[CH:17]=[CH2:18]. Product: [C:16]([NH:1][C:2]1[CH:3]=[C:4]([B:8]([OH:10])[OH:9])[CH:5]=[CH:6][CH:7]=1)(=[O:19])[CH:17]=[CH2:18]. The catalyst class is: 299. (6) Product: [Br:13][CH2:10]/[CH:9]=[C:7](\[CH3:8])/[CH2:6][CH2:5][CH:4]=[C:2]([CH3:3])[CH3:1]. Reactant: [CH3:1][C:2](=[CH:4][CH2:5][CH2:6]/[C:7](=[CH:9]/[CH2:10]O)/[CH3:8])[CH3:3].P(Br)(Br)[Br:13].O. The catalyst class is: 2. (7) Product: [Br:13][C:4]1[C:3]([O:2][CH3:1])=[CH:12][CH:11]=[C:10]2[C:5]=1[CH:6]=[CH:7][CH:8]=[N:9]2. Reactant: [CH3:1][O:2][C:3]1[CH:4]=[C:5]2[C:10](=[CH:11][CH:12]=1)[N:9]=[CH:8][CH:7]=[CH:6]2.[Br:13]Br.S(=O)(O)[O-].[Na+]. The catalyst class is: 15. (8) Reactant: [CH2:1]([N:8]1[C@H:13]([CH3:14])[CH2:12][O:11][C:10]([CH2:16][CH:17]([OH:19])[CH3:18])([CH3:15])[C:9]1=O)[C:2]1[CH:7]=[CH:6][CH:5]=[CH:4][CH:3]=1.CO. Product: [CH2:1]([N:8]1[C@H:13]([CH3:14])[CH2:12][O:11][C:10]([CH2:16][CH:17]([OH:19])[CH3:18])([CH3:15])[CH2:9]1)[C:2]1[CH:3]=[CH:4][CH:5]=[CH:6][CH:7]=1. The catalyst class is: 7. (9) Reactant: [CH2:1]([C@H:4]1[CH2:9][C@H:8]([C:10]2[CH:15]=[CH:14][CH:13]=[C:12]([Cl:16])[CH:11]=2)[C@@H:7]([C:17]2[CH:22]=[CH:21][C:20]([Cl:23])=[CH:19][CH:18]=2)[N:6]([C@@H:24]([CH2:27][CH3:28])[CH:25]=O)[C:5]1=[O:29])[CH:2]=[CH2:3].[CH3:30][O:31][C:32]1[CH:39]=[CH:38][C:35]([CH2:36][NH2:37])=[CH:34][CH:33]=1.[Na]. Product: [CH2:1]([CH:4]1[CH2:9][CH:8]([C:10]2[CH:15]=[CH:14][CH:13]=[C:12]([Cl:16])[CH:11]=2)[CH:7]([C:17]2[CH:22]=[CH:21][C:20]([Cl:23])=[CH:19][CH:18]=2)[N:6]([CH:24]([CH2:27][CH3:28])[CH2:25][NH:37][CH2:36][C:35]2[CH:38]=[CH:39][C:32]([O:31][CH3:30])=[CH:33][CH:34]=2)[C:5]1=[O:29])[CH:2]=[CH2:3]. The catalyst class is: 68.